This data is from M1 muscarinic receptor antagonist screen with 61,756 compounds. The task is: Binary Classification. Given a drug SMILES string, predict its activity (active/inactive) in a high-throughput screening assay against a specified biological target. (1) The compound is O1CCN(Cc2n(Cc3oc(cc3)C(OC)=O)c(=O)c3c(n2)cccc3)CC1. The result is 0 (inactive). (2) The molecule is N(C(C)C)c1nc(NCC)nc(n1)N(CC#C)C#N. The result is 0 (inactive).